Dataset: Full USPTO retrosynthesis dataset with 1.9M reactions from patents (1976-2016). Task: Predict the reactants needed to synthesize the given product. (1) Given the product [CH3:23][C:22]1[CH:24]=[CH:25][C:19]([S:16]([O:15][CH2:14][CH2:13][CH2:12][C:6]2[C:5]3[C:9](=[CH:10][CH:11]=[C:3]([O:2][CH3:1])[CH:4]=3)[NH:8][CH:7]=2)(=[O:18])=[O:17])=[CH:20][CH:21]=1, predict the reactants needed to synthesize it. The reactants are: [CH3:1][O:2][C:3]1[CH:4]=[C:5]2[C:9](=[CH:10][CH:11]=1)[NH:8][CH:7]=[C:6]2[CH2:12][CH2:13][CH2:14][OH:15].[S:16](Cl)([C:19]1[CH:25]=[CH:24][C:22]([CH3:23])=[CH:21][CH:20]=1)(=[O:18])=[O:17]. (2) Given the product [F:1][C:2]1[CH:7]=[CH:6][C:5]([C:8]2[O:9][C:10]3[CH:20]=[CH:19][C:18]([C:21]4[CH:29]=[C:25]([C:26](=[O:27])[NH:42][C:39]5([C:34]6[CH:35]=[N:36][CH:37]=[CH:38][N:33]=6)[CH2:41][CH2:40]5)[C:24]([O:30][CH3:31])=[CH:23][C:22]=4[CH3:32])=[CH:17][C:11]=3[C:12]=2[C:13]([NH:14][CH3:15])=[O:16])=[CH:4][CH:3]=1, predict the reactants needed to synthesize it. The reactants are: [F:1][C:2]1[CH:7]=[CH:6][C:5]([C:8]2[O:9][C:10]3[CH:20]=[CH:19][C:18]([C:21]4[C:22]([CH3:32])=[CH:23][C:24]([O:30][CH3:31])=[C:25]([CH:29]=4)[C:26](O)=[O:27])=[CH:17][C:11]=3[C:12]=2[C:13](=[O:16])[NH:14][CH3:15])=[CH:4][CH:3]=1.[N:33]1[CH:38]=[CH:37][N:36]=[CH:35][C:34]=1[C:39]1([NH2:42])[CH2:41][CH2:40]1.CCN=C=NCCCN(C)C.Cl.C1C=CC2N(O)N=NC=2C=1. (3) The reactants are: C(OC([N:8]([CH2:39][C:40]([O:42]C(C)(C)C)=[O:41])[C:9]1[CH:14]=[CH:13][CH:12]=[C:11]([CH:15]([CH2:26][C:27]2[CH:32]=[CH:31][C:30]([CH:33]([CH3:38])[CH2:34][CH2:35][CH2:36][CH3:37])=[CH:29][CH:28]=2)[NH:16][S:17]([C:20]2[CH:25]=[CH:24][CH:23]=[CH:22][N:21]=2)(=[O:19])=[O:18])[N:10]=1)=O)(C)(C)C.FC(F)(F)C(O)=O.C(Cl)Cl. Given the product [CH3:38][CH:33]([C:30]1[CH:29]=[CH:28][C:27]([CH2:26][CH:15]([NH:16][S:17]([C:20]2[CH:25]=[CH:24][CH:23]=[CH:22][N:21]=2)(=[O:19])=[O:18])[C:11]2[N:10]=[C:9]([NH:8][CH2:39][C:40]([OH:42])=[O:41])[CH:14]=[CH:13][CH:12]=2)=[CH:32][CH:31]=1)[CH2:34][CH2:35][CH2:36][CH3:37], predict the reactants needed to synthesize it. (4) Given the product [C:13]([NH:10][C:8](=[N:9][C:13](=[O:11])[C:14]1[CH:19]=[CH:18][CH:17]=[CH:16][CH:15]=1)[O:7][CH3:6])(=[O:20])[C:14]1[CH:19]=[CH:18][CH:17]=[CH:16][CH:15]=1, predict the reactants needed to synthesize it. The reactants are: S(O)(O)(=O)=O.[CH3:6][O:7][C:8](=[NH:10])[NH2:9].[OH-:11].[Na+].[C:13](Cl)(=[O:20])[C:14]1[CH:19]=[CH:18][CH:17]=[CH:16][CH:15]=1. (5) The reactants are: FC(F)(F)S(O[C:7]1[CH:8]=[CH:9][CH:10]=[C:11]2[C:16]=1[N:15]([CH3:17])[C:14](=[O:18])[CH:13]=[CH:12]2)(=O)=O.C(=O)([O-])[O-].[K+].[K+].[CH2:27]([CH2:30]OC)OC.O. Given the product [CH:27]([C:7]1[CH:8]=[CH:9][CH:10]=[C:11]2[C:16]=1[N:15]([CH3:17])[C:14](=[O:18])[CH:13]=[CH:12]2)=[CH2:30], predict the reactants needed to synthesize it. (6) Given the product [CH3:16][O:17][C:18](=[O:32])[CH:19]([C:24]1[CH:29]=[C:28]([O:30][S:7]([C:10]([F:13])([F:12])[F:11])(=[O:8])=[O:6])[CH:27]=[C:26]([O:6][S:7]([C:10]([F:11])([F:12])[F:13])(=[O:8])=[O:9])[CH:25]=1)[CH2:20][CH:21]([CH3:23])[CH3:22], predict the reactants needed to synthesize it. The reactants are: FC(F)(F)S([O:6][S:7]([C:10]([F:13])([F:12])[F:11])(=[O:9])=[O:8])(=O)=O.[CH3:16][O:17][C:18](=[O:32])[CH:19]([C:24]1[CH:29]=[C:28]([OH:30])[CH:27]=[C:26](O)[CH:25]=1)[CH2:20][CH:21]([CH3:23])[CH3:22].N1C=CC=CC=1. (7) Given the product [Cl:1][C:2]1[CH:7]=[CH:6][C:5]([C:8]2[C:12]([C:13]3[CH:14]=[CH:15][N:16]=[CH:17][CH:18]=3)=[N:11][N:10]3[C:33]([C:34]4[CH:39]=[CH:38][CH:37]=[CH:36][CH:35]=4)=[CH:41][N:23]=[N:19][C:9]=23)=[CH:4][C:3]=1[O:20][CH3:21], predict the reactants needed to synthesize it. The reactants are: [Cl:1][C:2]1[CH:7]=[CH:6][C:5]([C:8]2[C:9]([NH2:19])=[N:10][NH:11][C:12]=2[C:13]2[CH:18]=[CH:17][N:16]=[CH:15][CH:14]=2)=[CH:4][C:3]=1[O:20][CH3:21].Cl.[N:23]([O-])=O.[Na+].C(=O)([O-])[O-].[Na+].[Na+].[C:33]([CH:41]=P(C1C=CC=CC=1)(C1C=CC=CC=1)C1C=CC=CC=1)(=O)[C:34]1[CH:39]=[CH:38][CH:37]=[CH:36][CH:35]=1. (8) Given the product [CH2:20]([C:19]1[C:15]2[S:14][C:11]3[C:12]4[S:13][C:6]([C:1]([OH:3])=[O:2])=[C:7]([CH2:42][CH2:43][CH2:44][CH2:45][CH2:46][CH2:47][CH2:48][CH2:49][CH2:50][CH3:51])[C:8]=4[S:9][C:10]=3[C:16]=2[S:17][C:18]=1[C:37]([OH:39])=[O:38])[CH2:21][CH2:22][CH2:23][CH2:24][CH2:25][CH2:26][CH2:27][CH2:28][CH3:29], predict the reactants needed to synthesize it. The reactants are: [C:1]([C:6]1[S:13][C:12]2[C:11]3[S:14][C:15]4[C:19]([CH2:20][CH2:21][CH2:22][CH2:23][CH2:24][CH2:25][CH2:26][CH2:27][CH2:28][CH2:29]CCCCCCC)=[C:18]([C:37]([O:39]CC)=[O:38])[S:17][C:16]=4[C:10]=3[S:9][C:8]=2[C:7]=1[CH2:42][CH2:43][CH2:44][CH2:45][CH2:46][CH2:47][CH2:48][CH2:49][CH2:50][CH2:51]CCCCCCC)([O:3]CC)=[O:2].CO.[OH-].[Li+]. (9) Given the product [CH:1]([N:4]1[C:12]2[CH:11]=[CH:10][CH:9]=[C:8]([CH:13]=[O:14])[C:7]=2[CH:6]=[CH:5]1)([CH3:3])[CH3:2], predict the reactants needed to synthesize it. The reactants are: [CH:1]([N:4]1[C:12]2[CH:11]=[CH:10][CH:9]=[C:8]([C:13](OC(C)C)=[O:14])[C:7]=2[CH:6]=[CH:5]1)([CH3:3])[CH3:2].[H-].C([Al+]CC(C)C)C(C)C. (10) Given the product [C:23]([C:25]([C:28]1[CH:29]=[C:30]([NH:34][C:35]([NH:19][C:18]2[CH:20]=[CH:21][CH:22]=[C:16]([O:15][C:6]3[C:5]4[C:10](=[CH:11][C:12]([O:13][CH3:14])=[C:3]([O:2][CH3:1])[CH:4]=4)[N:9]=[CH:8][N:7]=3)[CH:17]=2)=[O:36])[CH:31]=[CH:32][CH:33]=1)([CH3:27])[CH3:26])#[N:24], predict the reactants needed to synthesize it. The reactants are: [CH3:1][O:2][C:3]1[CH:4]=[C:5]2[C:10](=[CH:11][C:12]=1[O:13][CH3:14])[N:9]=[CH:8][N:7]=[C:6]2[O:15][C:16]1[CH:17]=[C:18]([CH:20]=[CH:21][CH:22]=1)[NH2:19].[C:23]([C:25]([C:28]1[CH:29]=[C:30]([NH:34][C:35](=O)[O:36]C2C=CC=CC=2)[CH:31]=[CH:32][CH:33]=1)([CH3:27])[CH3:26])#[N:24].